This data is from Reaction yield outcomes from USPTO patents with 853,638 reactions. The task is: Predict the reaction yield, written as a fraction of the theoretical maximum amount of product (1.0 means a 100% yield; for example, 0.34 means a 34% yield). (1) The product is [NH:16]1[C:17]2[C:18](=[CH:19][CH:20]=[CH:21][CH:22]=2)[CH:14]=[CH:15]1. The catalyst is C(OC(C)C)(=O)C. The reactants are Cl.C=C[C@@H]1[C@@H]2C[C@@H]([C@H](O)C3[CH:14]=[CH:15][N:16]=[C:17]4[CH:22]=[CH:21][CH:20]=[CH:19][C:18]=34)N(CC2)C1. The yield is 0.299. (2) The reactants are [Cl:1][C:2]1[CH:7]=[CH:6][CH:5]=[CH:4][N+:3]=1[O-:8].S(=O)(=O)(O)O.[N+:14]([O-])([OH:16])=[O:15].[OH-].[Na+]. The catalyst is C(OCC)(=O)C.O. The product is [Cl:1][C:2]1[CH:7]=[C:6]([N+:14]([O-:16])=[O:15])[CH:5]=[CH:4][N+:3]=1[O-:8]. The yield is 0.240. (3) The reactants are [NH:1]1[C:9]2[C:4](=[CH:5][CH:6]=[C:7]([C:10]([OH:12])=[O:11])[CH:8]=2)[CH:3]=[N:2]1.[C:13](=O)([O-])[O-].[Na+].[Na+].IC.C(=O)(O)[O-].[Na+]. The catalyst is CN(C)C=O. The product is [NH:1]1[C:9]2[C:4](=[CH:5][CH:6]=[C:7]([C:10]([O:12][CH3:13])=[O:11])[CH:8]=2)[CH:3]=[N:2]1. The yield is 0.900. (4) The reactants are C1CO[C:8]2[CH:7]=[CH:6][C:5]([NH:11][C:12]3[C:17]([F:18])=[CH:16][N:15]=[C:14]([NH:19][C:20]4[CH:25]=[CH:24][CH:23]=[C:22](O)C=4)[N:13]=3)=[CH:4][C:3]=2[O:2]1.Cl[C:28]1N=C(NC2C=CC=C(O)C=2)C(F)=C[N:29]=1.N1C=CC=C(CN)C=1. No catalyst specified. The product is [F:18][C:17]1[C:12]([NH:11][C:5]2[CH:6]=[CH:7][CH:8]=[C:3]([OH:2])[CH:4]=2)=[N:13][C:14]([NH:19][CH2:20][C:25]2[CH:28]=[N:29][CH:22]=[CH:23][CH:24]=2)=[N:15][CH:16]=1. The yield is 0.620. (5) The reactants are Br[C:2]1[CH:7]=[CH:6][CH:5]=[C:4]([Br:8])[CH:3]=1.[CH:9]1[C:21]2[C:20]3[CH:19]=[CH:18][CH:17]=[CH:16][C:15]=3[NH:14][C:13]=2[CH:12]=[CH:11][N:10]=1.C(=O)([O-])[O-].[K+].[K+].CS(C)=O. The catalyst is [Cu].C(Cl)(Cl)Cl. The product is [Br:8][C:4]1[CH:3]=[C:2]([N:14]2[C:15]3[CH:16]=[CH:17][CH:18]=[CH:19][C:20]=3[C:21]3[CH:9]=[N:10][CH:11]=[CH:12][C:13]2=3)[CH:7]=[CH:6][CH:5]=1. The yield is 0.620. (6) The reactants are [Cl:1][CH2:2]C(CCl)=O.[CH2:7]([O:14][C:15]([NH:17][C@H:18]([C:26]([OH:28])=O)[CH2:19][C:20]1[CH:25]=[CH:24][CH:23]=[CH:22][CH:21]=1)=[O:16])[C:8]1[CH:13]=[CH:12][CH:11]=[CH:10][CH:9]=1.[BH4-].[Na+]. The catalyst is CO.O1CCCC1. The product is [CH2:7]([O:14][C:15]([NH:17][C@@H:18]([CH2:19][C:20]1[CH:21]=[CH:22][CH:23]=[CH:24][CH:25]=1)[C@H:26]([OH:28])[CH2:2][Cl:1])=[O:16])[C:8]1[CH:9]=[CH:10][CH:11]=[CH:12][CH:13]=1. The yield is 0.430. (7) The reactants are [Cl:1][C:2]1[N:7]=[C:6](Cl)[CH:5]=[CH:4][N:3]=1.[N+:9]([C:12]1[CH:13]=[C:14](B(O)O)[CH:15]=[CH:16][CH:17]=1)([O-:11])=[O:10]. No catalyst specified. The product is [Cl:1][C:2]1[N:7]=[C:6]([C:16]2[CH:15]=[CH:14][CH:13]=[C:12]([N+:9]([O-:11])=[O:10])[CH:17]=2)[CH:5]=[CH:4][N:3]=1. The yield is 0.600. (8) The reactants are [CH3:1][O:2][C:3]1[CH:4]=[C:5]([CH:21]([NH2:23])[CH3:22])[CH:6]=[CH:7][C:8]=1[O:9][CH2:10][C:11]1[CH:16]=[CH:15][C:14]([C:17]([F:20])([F:19])[F:18])=[CH:13][CH:12]=1.ClCC1C=CC(C(F)(F)F)=CC=1.C(N(CC)C(C)C)(C)C.Cl[C:46]1[C:51]([N+:52]([O-:54])=[O:53])=[CH:50][C:49]([I:55])=[CH:48][N:47]=1. The catalyst is C(#N)C.O. The product is [I:55][C:49]1[CH:50]=[C:51]([N+:52]([O-:54])=[O:53])[C:46]([NH:23][CH:21]([C:5]2[CH:6]=[CH:7][C:8]([O:9][CH2:10][C:11]3[CH:16]=[CH:15][C:14]([C:17]([F:19])([F:18])[F:20])=[CH:13][CH:12]=3)=[C:3]([O:2][CH3:1])[CH:4]=2)[CH3:22])=[N:47][CH:48]=1. The yield is 0.940.